From a dataset of Catalyst prediction with 721,799 reactions and 888 catalyst types from USPTO. Predict which catalyst facilitates the given reaction. (1) Reactant: [N+:1]([C:4]1[C:12]2[S:11][C:10]([C:13]([O:15][CH2:16][CH3:17])=[O:14])=[N+:9]([O-])[C:8]=2[CH:7]=[C:6]([C:19]([F:22])([F:21])[F:20])[CH:5]=1)([O-:3])=[O:2].P(OCC)(OCC)OCC. Product: [N+:1]([C:4]1[C:12]2[S:11][C:10]([C:13]([O:15][CH2:16][CH3:17])=[O:14])=[N:9][C:8]=2[CH:7]=[C:6]([C:19]([F:22])([F:21])[F:20])[CH:5]=1)([O-:3])=[O:2]. The catalyst class is: 8. (2) Reactant: C(OC([N:11]1[CH2:14][CH:13]([C:15]([NH:17][C:18]2[CH:23]=[CH:22][C:21]([S:24]([CH:27]3[CH2:32][CH2:31][N:30]([C:33]([O:35][C:36]([CH3:39])([CH3:38])[CH3:37])=[O:34])[CH2:29][CH2:28]3)(=[O:26])=[O:25])=[CH:20][CH:19]=2)=[O:16])[CH2:12]1)=O)C1C=CC=CC=1. Product: [NH:11]1[CH2:14][CH:13]([C:15]([NH:17][C:18]2[CH:19]=[CH:20][C:21]([S:24]([CH:27]3[CH2:28][CH2:29][N:30]([C:33]([O:35][C:36]([CH3:39])([CH3:38])[CH3:37])=[O:34])[CH2:31][CH2:32]3)(=[O:26])=[O:25])=[CH:22][CH:23]=2)=[O:16])[CH2:12]1. The catalyst class is: 8. (3) Reactant: [C:1](Cl)(=O)C.[Br:5][C:6]1[CH:11]=[CH:10][C:9]([CH:12]=[CH:13][C:14](=[O:18])[C:15]([OH:17])=[O:16])=[CH:8][C:7]=1[F:19]. Product: [CH3:1][O:16][C:15](=[O:17])[C:14](=[O:18])[CH:13]=[CH:12][C:9]1[CH:10]=[CH:11][C:6]([Br:5])=[C:7]([F:19])[CH:8]=1. The catalyst class is: 5. (4) Reactant: [F:1][C:2]([F:52])([F:51])[C:3]1[CH:4]=[C:5]([CH:48]=[CH:49][CH:50]=1)[CH2:6][NH:7][C:8]([C:10]1[CH:15]=[CH:14][N:13]=[C:12]([C:16]2[CH:21]=[C:20]([N:22]3[CH2:27][CH2:26][CH2:25][CH2:24][CH2:23]3)[CH:19]=[CH:18][C:17]=2[NH:28][C:29]([C:31]2[CH:32]=[C:33]([CH:45]=[CH:46][CH:47]=2)[CH2:34][S:35][CH2:36][CH2:37][C:38]([O:40]C(C)(C)C)=[O:39])=[O:30])[CH:11]=1)=[O:9].FC(F)(F)C(O)=O. Product: [F:51][C:2]([F:1])([F:52])[C:3]1[CH:4]=[C:5]([CH:48]=[CH:49][CH:50]=1)[CH2:6][NH:7][C:8]([C:10]1[CH:15]=[CH:14][N:13]=[C:12]([C:16]2[CH:21]=[C:20]([N:22]3[CH2:23][CH2:24][CH2:25][CH2:26][CH2:27]3)[CH:19]=[CH:18][C:17]=2[NH:28][C:29]([C:31]2[CH:32]=[C:33]([CH:45]=[CH:46][CH:47]=2)[CH2:34][S:35][CH2:36][CH2:37][C:38]([OH:40])=[O:39])=[O:30])[CH:11]=1)=[O:9]. The catalyst class is: 4.